Dataset: TCR-epitope binding with 47,182 pairs between 192 epitopes and 23,139 TCRs. Task: Binary Classification. Given a T-cell receptor sequence (or CDR3 region) and an epitope sequence, predict whether binding occurs between them. (1) Result: 0 (the TCR does not bind to the epitope). The TCR CDR3 sequence is CASSSRPADTQYF. The epitope is CTELKLSDY. (2) The epitope is GILGFVFTL. The TCR CDR3 sequence is CSDTLKTGASYNEQFF. Result: 1 (the TCR binds to the epitope). (3) The epitope is YYRRATRRIR. The TCR CDR3 sequence is CASSQGSGTYF. Result: 0 (the TCR does not bind to the epitope). (4) The epitope is GLCTLVAML. Result: 1 (the TCR binds to the epitope). The TCR CDR3 sequence is CASSLWRLGKAYEQYF. (5) The epitope is RQLLFVVEV. The TCR CDR3 sequence is CASSPTRGAEAFF. Result: 1 (the TCR binds to the epitope). (6) The epitope is VLWAHGFEL. The TCR CDR3 sequence is CASSYSSRGNSGEQYF. Result: 0 (the TCR does not bind to the epitope). (7) The epitope is AMFWSVPTV. The TCR CDR3 sequence is CATSALAGQGRDEQFF. Result: 1 (the TCR binds to the epitope). (8) Result: 1 (the TCR binds to the epitope). The TCR CDR3 sequence is CASSLGSYTDTQYF. The epitope is GLCTLVAML. (9) The epitope is KLPDDFTGCV. The TCR CDR3 sequence is CASSYIPGPEAFF. Result: 1 (the TCR binds to the epitope). (10) The epitope is HTTDPSFLGRY. The TCR CDR3 sequence is CASSQIRGRGGFEQYF. Result: 1 (the TCR binds to the epitope).